This data is from Catalyst prediction with 721,799 reactions and 888 catalyst types from USPTO. The task is: Predict which catalyst facilitates the given reaction. (1) Reactant: [CH:1]1[C:13]2[NH:12][C:11]3[C:6](=[CH:7][CH:8]=[CH:9][CH:10]=3)[C:5]=2[CH:4]=[CH:3][CH:2]=1.[Cl:14][CH2:15][CH2:16]OS(C1C=CC(C)=CC=1)(=O)=O.[OH-].[Na+].O. Product: [Cl:14][CH2:15][CH2:16][N:12]1[C:11]2[CH:10]=[CH:9][CH:8]=[CH:7][C:6]=2[C:5]2[C:13]1=[CH:1][CH:2]=[CH:3][CH:4]=2. The catalyst class is: 21. (2) Reactant: [F:1][C:2]1[CH:3]=[C:4]([CH:31]=[CH:32][C:33]=1[NH:34][C:35]([C:37]1([C:40](=[O:48])[NH:41][C:42]2[CH:47]=[CH:46][CH:45]=[CH:44][CH:43]=2)[CH2:39][CH2:38]1)=[O:36])[O:5][C:6]1[CH:11]=[CH:10][N:9]=[C:8]([N:12](C(OC2C=CC=CC=2)=O)[C:13](=O)[O:14]C2C=CC=CC=2)[CH:7]=1.[CH3:49][N:50]([CH3:56])[CH:51]1[CH2:55][CH2:54][NH:53][CH2:52]1. Product: [CH3:49][N:50]([CH3:56])[C@@H:51]1[CH2:55][CH2:54][N:53]([C:13]([NH:12][C:8]2[CH:7]=[C:6]([O:5][C:4]3[CH:31]=[CH:32][C:33]([NH:34][C:35]([C:37]4([C:40]([NH:41][C:42]5[CH:43]=[CH:44][CH:45]=[CH:46][CH:47]=5)=[O:48])[CH2:39][CH2:38]4)=[O:36])=[C:2]([F:1])[CH:3]=3)[CH:11]=[CH:10][N:9]=2)=[O:14])[CH2:52]1. The catalyst class is: 9. (3) Reactant: C1CO[C:3]2([CH2:20][CH2:19][C@@:18]3([CH3:21])[CH:5]([C@@H:6]([CH2:31][OH:32])[C:7](=[O:30])[C@@H:8]4[C@@H:17]3[CH2:16][CH2:15][C@@:13]3([CH3:14])[C@H:9]4[CH2:10][CH2:11][C@@H:12]3[O:22][Si](C(C)(C)C)(C)C)[C:4]2([CH3:34])[CH3:33])[O:2]1. Product: [CH3:33][C:4]1([CH3:34])[C:3](=[O:2])[CH2:20][CH2:19][C@@:18]2([CH3:21])[CH:5]1[C@@H:6]([CH2:31][OH:32])[C@@H:7]([OH:30])[C@@H:8]1[C@@H:17]2[CH2:16][CH2:15][C@@:13]2([CH3:14])[C@H:9]1[CH2:10][CH2:11][C@@H:12]2[OH:22]. The catalyst class is: 5. (4) Product: [F:29][C:11]1[CH:12]=[C:13]([O:17][C@H:18]2[CH2:22][CH2:21][CH2:20][C@@H:19]2[C:23]2[N:27]([CH3:28])[N:26]=[CH:25][CH:24]=2)[C:14]([CH3:16])=[CH:15][C:10]=1[S:7]([NH:6][C:30]1[CH:35]=[CH:34][N:33]=[CH:32][N:31]=1)(=[O:8])=[O:9]. Reactant: COC1C=C(OC)C=CC=1C[N:6]([C:30]1[CH:35]=[CH:34][N:33]=[CH:32][N:31]=1)[S:7]([C:10]1[CH:15]=[C:14]([CH3:16])[C:13]([O:17][C@H:18]2[CH2:22][CH2:21][CH2:20][C@@H:19]2[C:23]2[N:27]([CH3:28])[N:26]=[CH:25][CH:24]=2)=[CH:12][C:11]=1[F:29])(=[O:9])=[O:8].C([SiH](CC)CC)C.FC(F)(F)C(O)=O. The catalyst class is: 4.